Dataset: Experimentally validated miRNA-target interactions with 360,000+ pairs, plus equal number of negative samples. Task: Binary Classification. Given a miRNA mature sequence and a target amino acid sequence, predict their likelihood of interaction. (1) The miRNA is hsa-miR-6074 with sequence GAUAUUCAGAGGCUAGGUGG. The protein sequence of the target gene is MFPEPPTPGPPSPDTPPDSSRISHGPVPPWALATIVLVSGLLIFSCCFCLYRKSCRRRTGKKSQAQAQVHLQEVKGLGQSYIDKVQPEVEELEPAPSGPGQQVADKHELGRLQYSLDYDFQSGQLLVGILQAMGLAALDLGGSSDPYVRVYLLPDKRRRYETKVHRQTLNPHFGETFAFKVPYVELGGRVLVMAVYDFDRFSRNDAIGEVRVPMSSVDLGRPVQAWRELQAAPREEQEKLGDICFSLRYVPTAGKLTVIVLEAKNLKKMDVGGLSDPYVKVHLLQGGKKVRKKKTTIKKN.... Result: 0 (no interaction). (2) The miRNA is hsa-miR-557 with sequence GUUUGCACGGGUGGGCCUUGUCU. The protein sequence of the target gene is MSWFSGLLVPKVDERKTAWGERNGQKRPRHANRASGFCAPRYMSCLKNAEPPSPTPAAHTRCPWQDEAFIRRAGPGRGVELGLRSVALGFDDTEVTTPMGTAEVAPDTSPRSGPSCWHRLVQVFQSKQFRSAKLERLYQRYFFQMNQSSLTLLMAVLVLLMAVLLTFHAAPAQPQPAYVALLTCASVLFVVLMVVCNRHSFRQDSMWVVSYVVLGILAAVQVGGALAANPHSPSAGLWCPVFFVYITYTLLPIRMRAAVLSGLGLSTLHLILAWQLNSSDPFLWKQLGANVVLFLCTNAI.... Result: 0 (no interaction).